This data is from Catalyst prediction with 721,799 reactions and 888 catalyst types from USPTO. The task is: Predict which catalyst facilitates the given reaction. Reactant: [N:1]1([CH:7]2[CH2:12][CH2:11][N:10]([CH2:13][CH2:14][CH2:15][C:16]([O:18][CH2:19][CH3:20])=[O:17])[CH2:9][CH2:8]2)[CH2:6][CH2:5][NH:4][CH2:3][CH2:2]1.[O:21]=[C:22]1[N:28]([CH:29]2[CH2:34][CH2:33][N:32]([C:35]([O:37][C@@H:38]([C:52](O)=[O:53])[CH2:39][C:40]3[CH:45]=[C:44]([C:46]([F:49])([F:48])[F:47])[C:43]([NH2:50])=[C:42]([Cl:51])[CH:41]=3)=[O:36])[CH2:31][CH2:30]2)[CH2:27][CH2:26][C:25]2[CH:55]=[CH:56][CH:57]=[CH:58][C:24]=2[NH:23]1.CN(C(ON1N=NC2C=CC=CC1=2)=[N+](C)C)C.[B-](F)(F)(F)F.C(N(CC)CC)C. Product: [O:21]=[C:22]1[N:28]([CH:29]2[CH2:34][CH2:33][N:32]([C:35]([O:37][C@H:38]([CH2:39][C:40]3[CH:45]=[C:44]([C:46]([F:49])([F:47])[F:48])[C:43]([NH2:50])=[C:42]([Cl:51])[CH:41]=3)[C:52]([N:4]3[CH2:3][CH2:2][N:1]([CH:7]4[CH2:12][CH2:11][N:10]([CH2:13][CH2:14][CH2:15][C:16]([O:18][CH2:19][CH3:20])=[O:17])[CH2:9][CH2:8]4)[CH2:6][CH2:5]3)=[O:53])=[O:36])[CH2:31][CH2:30]2)[CH2:27][CH2:26][C:25]2[CH:55]=[CH:56][CH:57]=[CH:58][C:24]=2[NH:23]1. The catalyst class is: 3.